From a dataset of Full USPTO retrosynthesis dataset with 1.9M reactions from patents (1976-2016). Predict the reactants needed to synthesize the given product. (1) The reactants are: [C:1]1([C:19]2[CH:24]=[CH:23][CH:22]=[CH:21][CH:20]=2)[CH:6]=[CH:5][CH:4]=[C:3]([C:7]2[N:8]=[CH:9][C:10]([NH2:18])=[C:11]3C(C#N)=[CH:14][S:13][C:12]=23)[CH:2]=1.[OH-:25].[Na+].[CH2:27]([OH:29])[CH3:28]. Given the product [NH2:18][C:10]1[CH:9]=[N:8][C:7]([C:3]2[CH:2]=[C:1]([C:19]3[CH:24]=[CH:23][CH:22]=[CH:21][CH:20]=3)[CH:6]=[CH:5][CH:4]=2)=[C:12]2[S:13][CH:14]=[C:28]([C:27]([OH:25])=[O:29])[C:11]=12, predict the reactants needed to synthesize it. (2) Given the product [CH3:42][O:41][C:26]1[CH:25]=[C:24]([CH2:23][C:22]([NH:21][C:18]2[CH:17]=[CH:16][C:15]([C:6]3([CH2:5][C:4]([OH:44])=[O:3])[CH2:14][C:13]4[C:8](=[CH:9][CH:10]=[CH:11][CH:12]=4)[CH2:7]3)=[CH:20][CH:19]=2)=[O:43])[CH:29]=[CH:28][C:27]=1[NH:30][C:31]([NH:33][C:34]1[CH:39]=[CH:38][CH:37]=[CH:36][C:35]=1[CH3:40])=[O:32], predict the reactants needed to synthesize it. The reactants are: C([O:3][C:4](=[O:44])[CH2:5][C:6]1([C:15]2[CH:20]=[CH:19][C:18]([NH:21][C:22](=[O:43])[CH2:23][C:24]3[CH:29]=[CH:28][C:27]([NH:30][C:31]([NH:33][C:34]4[CH:39]=[CH:38][CH:37]=[CH:36][C:35]=4[CH3:40])=[O:32])=[C:26]([O:41][CH3:42])[CH:25]=3)=[CH:17][CH:16]=2)[CH2:14][C:13]2[C:8](=[CH:9][CH:10]=[CH:11][CH:12]=2)[CH2:7]1)C.[OH-].[Na+]. (3) Given the product [Si:1]([O:18][C@H:19]1[CH2:23][N:22]([C:24]([O:26][C:27]([CH3:30])([CH3:29])[CH3:28])=[O:25])[C@@H:21]([CH2:31][O:32][CH3:35])[CH2:20]1)([C:14]([CH3:16])([CH3:17])[CH3:15])([C:8]1[CH:9]=[CH:10][CH:11]=[CH:12][CH:13]=1)[C:2]1[CH:3]=[CH:4][CH:5]=[CH:6][CH:7]=1, predict the reactants needed to synthesize it. The reactants are: [Si:1]([O:18][C@H:19]1[CH2:23][N:22]([C:24]([O:26][C:27]([CH3:30])([CH3:29])[CH3:28])=[O:25])[C@@H:21]([CH2:31][OH:32])[CH2:20]1)([C:14]([CH3:17])([CH3:16])[CH3:15])([C:8]1[CH:13]=[CH:12][CH:11]=[CH:10][CH:9]=1)[C:2]1[CH:7]=[CH:6][CH:5]=[CH:4][CH:3]=1.[H-].[Na+].[CH3:35]I. (4) The reactants are: [CH2:1]([O:8][C:9]1[CH:18]=[C:17]2[C:12]([C:13](Cl)=[N:14][CH:15]=[N:16]2)=[CH:11][C:10]=1[O:20][CH3:21])[C:2]1[CH:7]=[CH:6][CH:5]=[CH:4][CH:3]=1.Cl.[NH2:23][C:24]1[CH:29]=[CH:28][C:27]([OH:30])=[CH:26][C:25]=1[Cl:31].[OH-].[Na+].C(Cl)(Cl)Cl. Given the product [CH2:1]([O:8][C:9]1[CH:18]=[C:17]2[C:12]([C:13]([O:30][C:27]3[CH:28]=[CH:29][C:24]([NH2:23])=[C:25]([Cl:31])[CH:26]=3)=[N:14][CH:15]=[N:16]2)=[CH:11][C:10]=1[O:20][CH3:21])[C:2]1[CH:7]=[CH:6][CH:5]=[CH:4][CH:3]=1, predict the reactants needed to synthesize it. (5) Given the product [CH3:1][O:2][C:3](=[O:20])[C:4]1[CH:9]=[C:8]([C:10](=[O:11])[C:12]2[CH:17]=[CH:16][C:15]([NH:26][C:25]3[CH:27]=[CH:28][C:22]([Cl:21])=[CH:23][CH:24]=3)=[CH:14][N:13]=2)[CH:7]=[CH:6][C:5]=1[F:19], predict the reactants needed to synthesize it. The reactants are: [CH3:1][O:2][C:3](=[O:20])[C:4]1[CH:9]=[C:8]([C:10]([C:12]2[CH:17]=[CH:16][C:15](Br)=[CH:14][N:13]=2)=[O:11])[CH:7]=[CH:6][C:5]=1[F:19].[Cl:21][C:22]1[CH:28]=[CH:27][C:25]([NH2:26])=[CH:24][CH:23]=1.C1C=CC(P(C2C(C3C(P(C4C=CC=CC=4)C4C=CC=CC=4)=CC=C4C=3C=CC=C4)=C3C(C=CC=C3)=CC=2)C2C=CC=CC=2)=CC=1.C([O-])([O-])=O.[Cs+].[Cs+]. (6) The reactants are: [OH:1][C@@H:2]([C@H:4]1[C:25](=[O:26])[N:6]2[C@@H:7]([C:12]([O:14][CH2:15][C:16]3[CH:21]=[CH:20][C:19]([N+:22]([O-:24])=[O:23])=[CH:18][CH:17]=3)=[O:13])[C:8](=O)[C@H:9]([CH3:10])[C@H:5]12)[CH3:3].[C:27]([C:30]1[N:31]=[CH:32][N:33]2[CH:37]=[C:36]([Sn](CCCC)(CCCC)CCCC)[S:35][C:34]=12)(=[O:29])[CH3:28]. Given the product [C:27]([C:30]1[N:31]=[CH:32][N:33]2[CH:37]=[C:36]([C:8]3[C@H:9]([CH3:10])[C@@H:5]4[C@@H:4]([C@H:2]([OH:1])[CH3:3])[C:25](=[O:26])[N:6]4[C:7]=3[C:12]([O:14][CH2:15][C:16]3[CH:21]=[CH:20][C:19]([N+:22]([O-:24])=[O:23])=[CH:18][CH:17]=3)=[O:13])[S:35][C:34]=12)(=[O:29])[CH3:28], predict the reactants needed to synthesize it. (7) The reactants are: [N:1]([CH2:4][C@@H:5]1[CH2:10][NH:9][C:8]2[CH:11]=[CH:12][CH:13]=[C:14](Br)[C:7]=2[O:6]1)=[N+:2]=[N-:3].[F:16][C:17]([F:28])([F:27])[C:18]1[CH:23]=[CH:22][CH:21]=[CH:20][C:19]=1B(O)O. Given the product [N:1]([CH2:4][C@@H:5]1[CH2:10][NH:9][C:8]2[CH:11]=[CH:12][CH:13]=[C:14]([C:19]3[CH:20]=[CH:21][CH:22]=[CH:23][C:18]=3[C:17]([F:28])([F:27])[F:16])[C:7]=2[O:6]1)=[N+:2]=[N-:3], predict the reactants needed to synthesize it. (8) Given the product [CH:27]1([C:30]([NH:1][C:2]2[S:3][C:4]3[C:9]([N:10]=2)=[CH:8][CH:7]=[C:6]([O:11][C:12]2[CH:13]=[C:14]([NH:19][C:20](=[O:26])[O:21][CH2:6][CH2:7][CH2:8][CH3:9])[CH:15]=[CH:16][C:17]=2[CH3:18])[N:5]=3)=[O:31])[CH2:29][CH2:28]1, predict the reactants needed to synthesize it. The reactants are: [NH2:1][C:2]1[S:3][C:4]2[C:9]([N:10]=1)=[CH:8][CH:7]=[C:6]([O:11][C:12]1[CH:13]=[C:14]([NH:19][C:20](=[O:26])[O:21]C(C)(C)C)[CH:15]=[CH:16][C:17]=1[CH3:18])[N:5]=2.[CH:27]1([C:30](Cl)=[O:31])[CH2:29][CH2:28]1.C(=O)([O-])[O-].[Na+].[Na+].